Dataset: Full USPTO retrosynthesis dataset with 1.9M reactions from patents (1976-2016). Task: Predict the reactants needed to synthesize the given product. Given the product [N:2]([C:3]1[CH:4]=[CH:5][CH:6]=[C:7]([C:10]([O:12][CH3:13])=[O:11])[N+:8]=1[O-:9])=[N+:18]=[N-:19], predict the reactants needed to synthesize it. The reactants are: Cl.[NH2:2][C:3]1[CH:4]=[CH:5][CH:6]=[C:7]([C:10]([O:12][CH3:13])=[O:11])[N+:8]=1[O-:9].N([O-])=O.[Na+].[N-:18]=[N+:19]=[N-].[Na+].